From a dataset of Forward reaction prediction with 1.9M reactions from USPTO patents (1976-2016). Predict the product of the given reaction. (1) The product is: [CH3:1][C@H:2]1[CH2:3][CH2:4][C@H:5]([C:8]([N:10]([CH2:25][CH2:24][O:23][CH3:22])[C:11]2[CH:15]=[CH:14][S:13][C:12]=2[C:16]([O:18][CH3:19])=[O:17])=[O:9])[CH2:6][CH2:7]1. Given the reactants [CH3:1][C@H:2]1[CH2:7][CH2:6][C@H:5]([C:8]([NH:10][C:11]2[CH:15]=[CH:14][S:13][C:12]=2[C:16]([O:18][CH3:19])=[O:17])=[O:9])[CH2:4][CH2:3]1.[H-].[Na+].[CH3:22][O:23][CH2:24][CH2:25]Br, predict the reaction product. (2) Given the reactants [C:14]1(P([C:14]2[CH:19]=[CH:18][CH:17]=[CH:16][CH:15]=2)[C:14]2[CH:19]=[CH:18][CH:17]=[CH:16][CH:15]=2)[CH:19]=[CH:18][CH:17]=[CH:16][CH:15]=1.CCCBr.CC(C)([O-])C.[K+].[Cl:30][CH2:31][CH2:32][CH2:33][CH2:34][CH2:35][CH2:36][CH2:37][CH2:38][CH2:39][CH2:40]C#CC=O, predict the reaction product. The product is: [CH2:31]([Cl:30])[CH2:32][CH2:33][CH2:34][CH2:35][CH2:36][CH2:37][CH2:38][CH2:39][CH2:40][C:15]#[C:16]/[CH:17]=[CH:18]\[CH2:19][CH3:14]. (3) Given the reactants [OH2:1].CC[N:4]=C=NCCCN(C)C.Cl.C[C:15]1[CH:16]=[CH:17][C:18]([N:24]2[N:28]=CC=N2)=[C:19]([CH:23]=1)C(O)=O.C(N)C.C([O-])(O)=O.[Na+], predict the reaction product. The product is: [CH:16]1[CH:15]=[CH:23][C:19]2[N:4]([OH:1])[N:28]=[N:24][C:18]=2[CH:17]=1.